This data is from Peptide-MHC class I binding affinity with 185,985 pairs from IEDB/IMGT. The task is: Regression. Given a peptide amino acid sequence and an MHC pseudo amino acid sequence, predict their binding affinity value. This is MHC class I binding data. (1) The peptide sequence is VTFGWYRL. The MHC is H-2-Db with pseudo-sequence H-2-Db. The binding affinity (normalized) is 0. (2) The binding affinity (normalized) is 0.0847. The MHC is HLA-A03:01 with pseudo-sequence HLA-A03:01. The peptide sequence is FPRYPLNVL. (3) The peptide sequence is LTLKPCHAL. The MHC is HLA-B58:01 with pseudo-sequence HLA-B58:01. The binding affinity (normalized) is 0.0847. (4) The peptide sequence is AVFDRKSDAK. The MHC is HLA-B27:05 with pseudo-sequence HLA-B27:05. The binding affinity (normalized) is 0.213. (5) The peptide sequence is ISYTYNDNW. The MHC is HLA-B07:02 with pseudo-sequence HLA-B07:02. The binding affinity (normalized) is 0.0847. (6) The peptide sequence is YFTNDVSFL. The MHC is HLA-A26:01 with pseudo-sequence HLA-A26:01. The binding affinity (normalized) is 0.105. (7) The peptide sequence is RELLKSLSGL. The MHC is HLA-B44:02 with pseudo-sequence HLA-B44:02. The binding affinity (normalized) is 0.0736.